This data is from Forward reaction prediction with 1.9M reactions from USPTO patents (1976-2016). The task is: Predict the product of the given reaction. (1) Given the reactants Br[C:2]1[CH:3]=[C:4]([S:8][C:9]2[CH:14]=[CH:13][CH:12]=[C:11]([C:15]3[CH:20]=[CH:19][CH:18]=[CH:17][CH:16]=3)[N:10]=2)[CH:5]=[CH:6][CH:7]=1.[C:21]([O:25][CH3:26])(=[O:24])[CH:22]=[CH2:23].C(N(CC)CC)C.C1(C)C=CC=CC=1P(C1C=CC=CC=1C)C1C=CC=CC=1C, predict the reaction product. The product is: [CH3:26][O:25][C:21](=[O:24])[CH:22]=[CH:23][C:2]1[CH:7]=[CH:6][CH:5]=[C:4]([S:8][C:9]2[CH:14]=[CH:13][CH:12]=[C:11]([C:15]3[CH:20]=[CH:19][CH:18]=[CH:17][CH:16]=3)[N:10]=2)[CH:3]=1. (2) The product is: [Cl:38][C:34]1[CH:33]=[C:32]([C:29]2[N:28]=[C:27]([CH:22]3[CH2:23][O:24][CH2:25][CH2:26][N:21]3[C:19]3[N:20]([CH3:2])[C:7]([C:8]4[CH:13]=[CH:12][N:11]=[CH:10][CH:9]=4)=[N:15][N:16]=3)[O:31][N:30]=2)[CH:37]=[CH:36][CH:35]=1. Given the reactants N1C=CC=C[CH:2]=1.[C:7]([NH:15][NH2:16])(=O)[C:8]1[CH:13]=[CH:12][N:11]=[CH:10][CH:9]=1.CS[C:19]([N:21]1[CH2:26][CH2:25][O:24][CH2:23][C:22]1(C)[C:27]1[O:31][N:30]=[C:29]([C:32]2[CH:37]=[CH:36][CH:35]=[C:34]([Cl:38])[CH:33]=2)[N:28]=1)=[NH:20], predict the reaction product. (3) Given the reactants [CH3:1][C:2]1[O:7][C:5](=[O:6])[CH2:4][CH:3]=1.[C:8]([OH:12])([CH3:11])([CH3:10])[CH3:9], predict the reaction product. The product is: [C:5]([O:12][C:8]([CH3:11])([CH3:10])[CH3:9])(=[O:6])[CH2:4][CH2:3][C:2]([CH3:1])=[O:7].